This data is from Catalyst prediction with 721,799 reactions and 888 catalyst types from USPTO. The task is: Predict which catalyst facilitates the given reaction. (1) Reactant: [C:1]([C:7]1[C:8]([C:12]2[CH2:13][N:14](C)[CH2:15][CH2:16][CH:17]=2)=[N:9][NH:10][CH:11]=1)#[C:2][CH2:3][CH2:4][CH2:5][CH3:6].[CH:19]#[C:20][CH2:21][CH2:22][CH2:23][CH2:24][CH2:25][CH2:26][CH3:27].[C:28]1([S:34]([N:37]2[CH:41]=[C:40](I)[C:39]([C:43]3[CH:44]=[N:45][CH:46]=[CH:47][CH:48]=3)=[N:38]2)(=[O:36])=[O:35])[CH:33]=[CH:32][CH:31]=[CH:30][CH:29]=1. Product: [C:1]([C:7]1[C:8]([C:12]2[CH:13]=[N:14][CH:15]=[CH:16][CH:17]=2)=[N:9][NH:10][CH:11]=1)#[C:2][CH2:3][CH2:4][CH2:5][CH2:6][CH2:19][CH2:20][CH3:21].[C:28]1([S:34]([N:37]2[CH:41]=[C:40]([C:19]#[C:20][CH2:21][CH2:22][CH2:23][CH2:24][CH2:25][CH2:26][CH3:27])[C:39]([C:43]3[CH:44]=[N:45][CH:46]=[CH:47][CH:48]=3)=[N:38]2)(=[O:36])=[O:35])[CH:33]=[CH:32][CH:31]=[CH:30][CH:29]=1. The catalyst class is: 27. (2) Reactant: [SH:1][C:2]1[CH:7]=[CH:6][N:5]=[CH:4][CH:3]=1.[H-].[Na+].Br[C:11]1[N:16]=[CH:15][C:14]([CH:17]=[O:18])=[CH:13][CH:12]=1.O. Product: [N:5]1[CH:6]=[CH:7][C:2]([S:1][C:11]2[N:16]=[CH:15][C:14]([CH:17]=[O:18])=[CH:13][CH:12]=2)=[CH:3][CH:4]=1. The catalyst class is: 31. (3) Reactant: [NH2:1][C@:2]([C:22]1[CH:27]=[CH:26][C:25]([F:28])=[CH:24][CH:23]=1)([C:15]1[CH:20]=[CH:19][N:18]=[C:17]([F:21])[CH:16]=1)[C@@H:3]([NH:5][C:6]([C:8]1[NH:9][C:10](=[O:14])[CH:11]=[CH:12][CH:13]=1)=O)[CH3:4]. Product: [F:28][C:25]1[CH:26]=[CH:27][C:22]([C@@:2]2([C:15]3[CH:20]=[CH:19][N:18]=[C:17]([F:21])[CH:16]=3)[C@H:3]([CH3:4])[NH:5][C:6]([C:8]3[NH:9][C:10](=[O:14])[CH:11]=[CH:12][CH:13]=3)=[N:1]2)=[CH:23][CH:24]=1. The catalyst class is: 11. (4) Reactant: [Si](Cl)(Cl)(C)C.[CH3:6][C:7]1[CH:8]=[C:9]([C:14]2[CH:22]=[CH:21][CH:20]=[C:19]3[C:15]=2[CH:16]=[C:17]([CH:23]([CH3:25])[CH3:24])[CH-:18]3)[CH:10]=[C:11]([CH3:13])[CH:12]=1.[Li+]. Product: [CH3:13][C:11]1[CH:10]=[C:9]([C:14]2[CH:22]=[CH:21][CH:20]=[C:19]3[C:15]=2[CH:16]=[C:17]([CH:23]([CH3:25])[CH3:24])[CH2:18]3)[CH:8]=[C:7]([CH3:6])[CH:12]=1. The catalyst class is: 1. (5) Reactant: Cl[CH2:2][N:3]1[C:7]([CH3:8])=[CH:6][C:5]([N+:9]([O-:11])=[O:10])=[N:4]1.[CH2:12]([S-:14])[CH3:13].[Na+]. Product: [CH2:12]([S:14][CH2:2][N:3]1[C:7]([CH3:8])=[CH:6][C:5]([N+:9]([O-:11])=[O:10])=[N:4]1)[CH3:13]. The catalyst class is: 10.